This data is from Forward reaction prediction with 1.9M reactions from USPTO patents (1976-2016). The task is: Predict the product of the given reaction. (1) Given the reactants [NH:1]1[CH2:4][CH:3]([CH2:5][N:6]([C@@H:13]2[CH2:15][C@H:14]2[C:16]2[CH:21]=[CH:20][CH:19]=[CH:18][CH:17]=2)C(=[O:12])C(F)(F)F)[CH2:2]1.C([N:24](CC)CC)C.[F:29][C:30]1[CH:35]=[CH:34][CH:33]=[CH:32][C:31]=1[N:36]=[C:37]=[O:38].[OH-].[Na+], predict the reaction product. The product is: [C:2](#[N:1])[CH3:3].[OH2:12].[NH4+:24].[OH-:38].[F:29][C:30]1[CH:35]=[CH:34][CH:33]=[CH:32][C:31]=1[NH:36][C:37]([N:1]1[CH2:2][CH:3]([CH2:5][NH:6][C@@H:13]2[CH2:15][C@H:14]2[C:16]2[CH:17]=[CH:18][CH:19]=[CH:20][CH:21]=2)[CH2:4]1)=[O:38]. (2) The product is: [O:1]1[C:5]2[CH:6]=[CH:7][C:8]([NH:10][C:11]3[N:15]=[C:14]([Cl:13])[N:22]=[C:21]4[C:17]=3[N:18]=[CH:19][N:20]4[CH2:23][CH3:24])=[CH:9][C:4]=2[O:3][CH2:2]1. Given the reactants [O:1]1[C:5]2[CH:6]=[CH:7][C:8]([NH:10][CH:11]=O)=[CH:9][C:4]=2[O:3][CH2:2]1.[Cl:13][C:14]1[N:22]=[C:21]2[C:17]([N:18]=[CH:19][N:20]2[CH2:23][CH3:24])=C(Cl)[N:15]=1, predict the reaction product. (3) Given the reactants C([Sn](CCCC)(CCCC)[C:6]1[N:7]=[CH:8][S:9][CH:10]=1)CCC.Cl[C:20]1[S:21][CH:22]=[CH:23][C:24]=1[N+:25]([O-:27])=[O:26], predict the reaction product. The product is: [N+:25]([C:24]1[CH:23]=[CH:22][S:21][C:20]=1[C:6]1[N:7]=[CH:8][S:9][CH:10]=1)([O-:27])=[O:26]. (4) Given the reactants [NH:1]1[CH2:6][CH2:5][O:4][CH2:3][CH2:2]1.[NH:7]1[C:15]2[C:10](=[CH:11][C:12]([NH:16][C:17]3[C:18]4[S:25][C:24]([C:26]5[CH:33]=[CH:32][C:29]([CH:30]=O)=[CH:28][CH:27]=5)=[CH:23][C:19]=4[N:20]=[CH:21][N:22]=3)=[CH:13][CH:14]=2)[CH:9]=[CH:8]1, predict the reaction product. The product is: [NH:7]1[C:15]2[C:10](=[CH:11][C:12]([NH:16][C:17]3[C:18]4[S:25][C:24]([C:26]5[CH:33]=[CH:32][C:29]([CH2:30][N:1]6[CH2:6][CH2:5][O:4][CH2:3][CH2:2]6)=[CH:28][CH:27]=5)=[CH:23][C:19]=4[N:20]=[CH:21][N:22]=3)=[CH:13][CH:14]=2)[CH:9]=[CH:8]1. (5) Given the reactants [Br:1][C:2]1[CH:11]=[C:10]2[C:5]([CH:6]=[N:7][C:8](Cl)=[N:9]2)=[CH:4][CH:3]=1.[NH2:13][C:14]1[CH:19]=[CH:18][C:17]([S:20]([NH:23][CH2:24][CH2:25][CH2:26][N:27]2[CH2:31][CH2:30][CH2:29][CH2:28]2)(=[O:22])=[O:21])=[CH:16][CH:15]=1.Cl.O1CCOCC1, predict the reaction product. The product is: [Br:1][C:2]1[CH:11]=[C:10]2[C:5]([CH:6]=[N:7][C:8]([NH:13][C:14]3[CH:15]=[CH:16][C:17]([S:20]([NH:23][CH2:24][CH2:25][CH2:26][N:27]4[CH2:31][CH2:30][CH2:29][CH2:28]4)(=[O:22])=[O:21])=[CH:18][CH:19]=3)=[N:9]2)=[CH:4][CH:3]=1. (6) The product is: [Cl:33][C:34]1[CH:39]=[C:38]([N:19]2[C:20]3[C:16](=[CH:15][C:14]([C:12]([N:9]4[CH2:8][CH2:7][N:6]([CH:1]5[CH2:2][CH2:3][CH2:4][CH2:5]5)[CH2:11][CH2:10]4)=[O:13])=[CH:22][CH:21]=3)[CH:17]=[C:18]2[C:23]([N:25]2[CH2:30][CH2:29][S:28](=[O:31])(=[O:32])[CH2:27][CH2:26]2)=[O:24])[CH:37]=[CH:36][CH:35]=1. Given the reactants [CH:1]1([N:6]2[CH2:11][CH2:10][N:9]([C:12]([C:14]3[CH:15]=[C:16]4[C:20](=[CH:21][CH:22]=3)[NH:19][C:18]([C:23]([N:25]3[CH2:30][CH2:29][S:28](=[O:32])(=[O:31])[CH2:27][CH2:26]3)=[O:24])=[CH:17]4)=[O:13])[CH2:8][CH2:7]2)[CH2:5][CH2:4][CH2:3][CH2:2]1.[Cl:33][C:34]1[CH:35]=[C:36](B(O)O)[CH:37]=[CH:38][CH:39]=1.N1C=CC=CC=1, predict the reaction product. (7) The product is: [F:1][C:2]1[C:3]([C:21]2[S:25][C:24]([C:26]3([OH:30])[CH2:29][N:28]([CH3:34])[CH2:27]3)=[N:23][CH:22]=2)=[C:4]2[CH:10]=[CH:9][N:8]([S:11]([C:14]3[CH:15]=[CH:16][C:17]([CH3:18])=[CH:19][CH:20]=3)(=[O:13])=[O:12])[C:5]2=[N:6][CH:7]=1. Given the reactants [F:1][C:2]1[C:3]([C:21]2[S:25][C:24]([C:26]3([OH:30])[CH2:29][NH:28][CH2:27]3)=[N:23][CH:22]=2)=[C:4]2[CH:10]=[CH:9][N:8]([S:11]([C:14]3[CH:20]=[CH:19][C:17]([CH3:18])=[CH:16][CH:15]=3)(=[O:13])=[O:12])[C:5]2=[N:6][CH:7]=1.C=O.Cl[CH:34](Cl)C.C(O)(=O)C.C([BH3-])#N.[Na+].C(=O)(O)[O-].[Na+], predict the reaction product.